This data is from Catalyst prediction with 721,799 reactions and 888 catalyst types from USPTO. The task is: Predict which catalyst facilitates the given reaction. (1) The catalyst class is: 1. Reactant: [F:1][C:2]([F:25])([F:24])[C@@H:3]1[CH2:8][CH2:7][C@H:6]([NH:9][C:10]2[CH:11]=[C:12]3[C:17](=[CH:18][CH:19]=2)[CH:16]=[C:15]([C:20](OC)=[O:21])[CH:14]=[CH:13]3)[CH2:5][CH2:4]1.[H-].[H-].[H-].[H-].[Li+].[Al+3]. Product: [F:1][C:2]([F:24])([F:25])[C@@H:3]1[CH2:8][CH2:7][C@H:6]([NH:9][C:10]2[CH:11]=[C:12]3[C:17](=[CH:18][CH:19]=2)[CH:16]=[C:15]([CH2:20][OH:21])[CH:14]=[CH:13]3)[CH2:5][CH2:4]1. (2) The catalyst class is: 18. Product: [OH:24][C:25]([C:28]1[CH:29]=[C:30]([CH:34]=[CH:35][N:36]=1)[C:31]([NH:6][C:5]1[CH:7]=[CH:8][C:2]([CH3:1])=[C:3]([C:9]2[CH:10]=[C:11]([N:18]3[CH2:23][CH2:22][O:21][CH2:20][CH2:19]3)[C:12]3[N:13]([CH:15]=[CH:16][N:17]=3)[N:14]=2)[CH:4]=1)=[O:32])([CH3:27])[CH3:26]. Reactant: [CH3:1][C:2]1[CH:8]=[CH:7][C:5]([NH2:6])=[CH:4][C:3]=1[C:9]1[CH:10]=[C:11]([N:18]2[CH2:23][CH2:22][O:21][CH2:20][CH2:19]2)[C:12]2[N:13]([CH:15]=[CH:16][N:17]=2)[N:14]=1.[OH:24][C:25]([C:28]1[CH:29]=[C:30]([CH:34]=[CH:35][N:36]=1)[C:31](O)=[O:32])([CH3:27])[CH3:26].CN(C(ON1N=NC2C=CC=NC1=2)=[N+](C)C)C.F[P-](F)(F)(F)(F)F.CCN(C(C)C)C(C)C. (3) Reactant: [CH3:1][C:2]([CH3:10])([CH2:6][CH2:7][CH:8]=[CH2:9])[C:3](O)=[O:4].[H-].[Al+3].[Li+].[H-].[H-].[H-].O.[OH-].[Na+]. Product: [CH3:1][C:2]([CH3:10])([CH2:6][CH2:7][CH:8]=[CH2:9])[CH2:3][OH:4]. The catalyst class is: 7. (4) Reactant: [CH3:1][CH2:2][CH2:3][CH2:4][C:5]1[N:9]([CH2:10][C:11]2[CH:16]=[CH:15][C:14]([C:17]3[C:22]([C:23]4[N:27]=[N:26][N:25](C(C5C=CC=CC=5)(C5C=CC=CC=5)C5C=CC=CC=5)[N:24]=4)=[CH:21][CH:20]=[CH:19][CH:18]=3)=[CH:13][CH:12]=2)[C:8]([CH2:47][OH:48])=[C:7]([Cl:49])[N:6]=1.Cl.[OH-].[Na+]. Product: [CH3:1][CH2:2][CH2:3][CH2:4][C:5]1[N:9]([CH2:10][C:11]2[CH:16]=[CH:15][C:14]([C:17]3[CH:18]=[CH:19][CH:20]=[CH:21][C:22]=3[C:23]3[N:27]=[N:26][NH:25][N:24]=3)=[CH:13][CH:12]=2)[C:8]([CH2:47][OH:48])=[C:7]([Cl:49])[N:6]=1. The catalyst class is: 1.